This data is from Reaction yield outcomes from USPTO patents with 853,638 reactions. The task is: Predict the reaction yield, written as a fraction of the theoretical maximum amount of product (1.0 means a 100% yield; for example, 0.34 means a 34% yield). (1) The product is [N:1]1[CH:6]=[C:5]([CH2:7][O:8][S:10]([CH3:9])(=[O:12])=[O:11])[CH:4]=[N:3][CH:2]=1. The reactants are [N:1]1[CH:6]=[C:5]([CH2:7][OH:8])[CH:4]=[N:3][CH:2]=1.[CH3:9][S:10](Cl)(=[O:12])=[O:11]. The catalyst is CN(C1C=CN=CC=1)C.CCN(CC)CC. The yield is 0.400. (2) The reactants are [CH3:1][Si:2]([CH3:20])([CH3:19])[CH2:3][CH2:4][S:5]([N:8]1[C:16]2[C:11](=[CH:12][C:13]([CH2:17][OH:18])=[CH:14][CH:15]=2)[CH:10]=[CH:9]1)(=[O:7])=[O:6]. The catalyst is C(Cl)Cl.[O-2].[O-2].[Mn+4]. The product is [CH3:1][Si:2]([CH3:20])([CH3:19])[CH2:3][CH2:4][S:5]([N:8]1[C:16]2[C:11](=[CH:12][C:13]([CH:17]=[O:18])=[CH:14][CH:15]=2)[CH:10]=[CH:9]1)(=[O:7])=[O:6]. The yield is 0.800. (3) The reactants are [O:1]1CCCO[CH:2]1[C:7]1[CH:12]=[C:11]([O:13][CH2:14][CH2:15][CH2:16][CH:17]2[CH2:22][CH2:21][N:20]([CH3:23])[CH2:19][CH2:18]2)[CH:10]=[CH:9][C:8]=1[C:24]1[NH:28][C:27]2[CH:29]=[CH:30][C:31]([F:34])=[C:32]([CH3:33])[C:26]=2[N:25]=1.BrC1C=CC(OCCCC2CCN(C)CC2)=CC=1C1OCCCO1.C([Li])CCC.C([O-])(O)=O.[Na+].O1CCCOC1C1C=C(OCCCC2CCN(C)CC2)C=CC=1C=O.FC1C(C)=C(N)C(N)=CC=1. The catalyst is C1COCC1.CN(C=O)C.O. The product is [F:34][C:31]1[CH:30]=[CH:29][C:27]2[NH:28][C:24]([C:8]3[CH:9]=[CH:10][C:11]([O:13][CH2:14][CH2:15][CH2:16][CH:17]4[CH2:22][CH2:21][N:20]([CH3:23])[CH2:19][CH2:18]4)=[CH:12][C:7]=3[CH2:2][OH:1])=[N:25][C:26]=2[C:32]=1[CH3:33]. The yield is 0.770. (4) The reactants are [F:1][C:2]1[CH:7]=[CH:6][C:5]([CH2:8][CH:9]([CH2:13][OH:14])[C:10]([OH:12])=[O:11])=[CH:4][CH:3]=1.[C:15]([Si:19](Cl)([CH3:21])[CH3:20])([CH3:18])([CH3:17])[CH3:16].N1C=CN=C1. The catalyst is CN(C=O)C.O. The product is [Si:19]([O:14][CH2:13][CH:9]([CH2:8][C:5]1[CH:4]=[CH:3][C:2]([F:1])=[CH:7][CH:6]=1)[C:10]([OH:12])=[O:11])([C:15]([CH3:18])([CH3:17])[CH3:16])([CH3:21])[CH3:20]. The yield is 0.437. (5) The reactants are [Cl:1][C:2]1[CH:7]=[C:6]([NH2:8])[C:5](I)=[CH:4][N:3]=1.[C:10]1([SH:16])[CH:15]=[CH:14][CH:13]=[CH:12][CH:11]=1.C(O)CO.C(=O)([O-])[O-].[K+].[K+]. The yield is 0.970. The catalyst is [Cu]I.C(O)(C)C. The product is [Cl:1][C:2]1[C:7]([S:16][C:10]2[CH:15]=[CH:14][CH:13]=[CH:12][CH:11]=2)=[C:6]([NH2:8])[CH:5]=[CH:4][N:3]=1. (6) The catalyst is C(O)C.O. The reactants are [C:1]1([C:7]2[C:12]([C:13]([O:15]CC)=[O:14])=[CH:11][N:10]=[C:9]([NH:18][CH2:19][C:20]3[S:21][CH:22]=[CH:23][CH:24]=3)[N:8]=2)[CH:6]=[CH:5][CH:4]=[CH:3][CH:2]=1.[OH-].[K+]. The yield is 0.920. The product is [C:1]1([C:7]2[C:12]([C:13]([OH:15])=[O:14])=[CH:11][N:10]=[C:9]([NH:18][CH2:19][C:20]3[S:21][CH:22]=[CH:23][CH:24]=3)[N:8]=2)[CH:2]=[CH:3][CH:4]=[CH:5][CH:6]=1.